From a dataset of CYP3A4 inhibition data for predicting drug metabolism from PubChem BioAssay. Regression/Classification. Given a drug SMILES string, predict its absorption, distribution, metabolism, or excretion properties. Task type varies by dataset: regression for continuous measurements (e.g., permeability, clearance, half-life) or binary classification for categorical outcomes (e.g., BBB penetration, CYP inhibition). Dataset: cyp3a4_veith. (1) The drug is COC(=O)c1cc(OC)ccc1-c1ccc(OC)cc1. The result is 0 (non-inhibitor). (2) The result is 0 (non-inhibitor). The compound is CC[C@@]1(O)C(=O)OCc2c1cc1n(c2=O)Cc2cc3c(CN(C)C)c(O)ccc3nc2-1.Cl. (3) The molecule is CCOc1ccc(C(=O)Cc2cc(OC)c(OC)cc2[N+](=O)[O-])cc1. The result is 1 (inhibitor). (4) The molecule is CN(C)c1ncc2nc(-c3cccs3)c(=O)n(-c3ccccc3)c2n1. The result is 0 (non-inhibitor). (5) The molecule is Cc1ccc(Cn2cccc(NC(=O)NC3CCCCC3)c2=O)cc1. The result is 1 (inhibitor). (6) The compound is COc1c2c(cc3c1OCO3)CCN(C)C2. The result is 0 (non-inhibitor). (7) The molecule is O=C(CCc1nc(-c2ccccc2)no1)NCCc1ccccc1. The result is 0 (non-inhibitor). (8) The compound is COc1ncc2nc(-c3cccs3)c(=O)n(Cc3cccs3)c2n1. The result is 1 (inhibitor). (9) The molecule is O=S(=O)(O)CCCc1cccc2ccccc12. The result is 0 (non-inhibitor).